From a dataset of Full USPTO retrosynthesis dataset with 1.9M reactions from patents (1976-2016). Predict the reactants needed to synthesize the given product. (1) The reactants are: [NH:1]1[C:9]2[C:4](=[CH:5][CH:6]=[CH:7][CH:8]=2)[C:3]([CH2:10][C:11]([O:13][CH3:14])=[O:12])=[CH:2]1.Br[CH2:16][CH2:17][CH2:18][O:19][C:20]1[CH:29]=[CH:28][C:27]2[C:22](=[CH:23][CH:24]=[CH:25][CH:26]=2)[CH:21]=1. Given the product [CH:21]1[C:22]2[C:27](=[CH:26][CH:25]=[CH:24][CH:23]=2)[CH:28]=[CH:29][C:20]=1[O:19][CH2:18][CH2:17][CH2:16][N:1]1[C:9]2[C:4](=[CH:5][CH:6]=[CH:7][CH:8]=2)[C:3]([CH2:10][C:11]([O:13][CH3:14])=[O:12])=[CH:2]1, predict the reactants needed to synthesize it. (2) Given the product [NH2:1][C:2]1[N:7]=[C:6]([C:8]2[O:9][CH:10]=[CH:11][CH:12]=2)[C:5]([C:13]#[N:14])=[C:4]([NH:27][CH2:26][CH2:25][S:24][C:18]2[CH:23]=[CH:22][CH:21]=[CH:20][CH:19]=2)[N:3]=1, predict the reactants needed to synthesize it. The reactants are: [NH2:1][C:2]1[N:7]=[C:6]([C:8]2[O:9][CH:10]=[CH:11][CH:12]=2)[C:5]([C:13]#[N:14])=[C:4](S(C)=O)[N:3]=1.[C:18]1([S:24][CH2:25][CH2:26][NH2:27])[CH:23]=[CH:22][CH:21]=[CH:20][CH:19]=1.